Dataset: Peptide-MHC class I binding affinity with 185,985 pairs from IEDB/IMGT. Task: Regression. Given a peptide amino acid sequence and an MHC pseudo amino acid sequence, predict their binding affinity value. This is MHC class I binding data. (1) The peptide sequence is VQMLSDTLK. The MHC is HLA-A31:01 with pseudo-sequence HLA-A31:01. The binding affinity (normalized) is 0.443. (2) The peptide sequence is LIYRQLTSNV. The MHC is HLA-A02:02 with pseudo-sequence HLA-A02:02. The binding affinity (normalized) is 0.596.